This data is from Forward reaction prediction with 1.9M reactions from USPTO patents (1976-2016). The task is: Predict the product of the given reaction. (1) Given the reactants Cl[C:2]1[CH:7]=[CH:6][N:5]=[C:4]2[CH:8]=[C:9]([C:11]3[N:12]([CH3:16])[CH:13]=[CH:14][N:15]=3)[S:10][C:3]=12.[F:17][C:18]1[CH:38]=[C:37]([N+:39]([O-:41])=[O:40])[CH:36]=[CH:35][C:19]=1[O:20]C1C=CN=C2C=C(C3SC=CN=3)SC=12, predict the reaction product. The product is: [F:17][C:18]1[CH:38]=[C:37]([N+:39]([O-:41])=[O:40])[CH:36]=[CH:35][C:19]=1[O:20][C:2]1[CH:7]=[CH:6][N:5]=[C:4]2[CH:8]=[C:9]([C:11]3[N:12]([CH3:16])[CH:13]=[CH:14][N:15]=3)[S:10][C:3]=12. (2) Given the reactants Br[C:2]1[CH:3]=[C:4]([CH:9]=[C:10]([N+:12]([O-:14])=[O:13])[CH:11]=1)[C:5]([O:7][CH3:8])=[O:6].[CH3:15][N:16]1[CH2:21][CH2:20][NH:19][CH2:18][CH2:17]1.C(=O)([O-])[O-].[Cs+].[Cs+].C(P(C(C)(C)C)C(C)(C)C)(C)(C)C, predict the reaction product. The product is: [CH3:15][N:16]1[CH2:21][CH2:20][N:19]([C:2]2[CH:3]=[C:4]([CH:9]=[C:10]([N+:12]([O-:14])=[O:13])[CH:11]=2)[C:5]([O:7][CH3:8])=[O:6])[CH2:18][CH2:17]1. (3) The product is: [F:3][C:4]1[CH:5]=[C:6]2[C:11](=[CH:12][CH:13]=1)[CH:10]=[C:9]([C:14]#[N:15])[CH:8]=[C:7]2[CH2:16][N:17]1[CH2:21][CH2:20][CH:19]([C:22]2([C:28]3[CH:33]=[CH:32][C:31]([F:34])=[CH:30][CH:29]=3)[CH2:27][CH2:26][N:25]([CH3:38])[CH2:24][CH2:23]2)[C:18]1=[O:35]. Given the reactants C=O.[F:3][C:4]1[CH:5]=[C:6]2[C:11](=[CH:12][CH:13]=1)[CH:10]=[C:9]([C:14]#[N:15])[CH:8]=[C:7]2[CH2:16][N:17]1[CH2:21][CH2:20][CH:19]([C:22]2([C:28]3[CH:33]=[CH:32][C:31]([F:34])=[CH:30][CH:29]=3)[CH2:27][CH2:26][NH:25][CH2:24][CH2:23]2)[C:18]1=[O:35].[BH-](OC(C)=O)(OC(C)=O)O[C:38](C)=O.[Na+], predict the reaction product. (4) Given the reactants [CH:1](NC(C)C)(C)C.C([Li])CCC.[F:13][C:14]1[CH:19]=[CH:18][C:17]([CH2:20][C:21]([O:23][CH3:24])=[O:22])=[CH:16][CH:15]=1.IC.[Cl-].[NH4+], predict the reaction product. The product is: [F:13][C:14]1[CH:15]=[CH:16][C:17]([CH:20]([CH3:1])[C:21]([O:23][CH3:24])=[O:22])=[CH:18][CH:19]=1. (5) Given the reactants [F:1][C:2]1[CH:7]=[CH:6][C:5]([CH:8]2[CH2:13][CH2:12][N:11]([C:14]3[N:19]=[C:18]([CH3:20])[N:17]([CH2:21][C:22]4[S:23][C:24]([C:27]([F:30])([F:29])[F:28])=[CH:25][CH:26]=4)[C:16](=[O:31])[N:15]=3)[CH2:10][C:9]2([CH2:37][O:38][CH2:39][O:40]C)[CH2:32]OCOC)=[CH:4][CH:3]=1.Cl.C(=O)([O-])[O-].[Na+].[Na+].C(Cl)(Cl)Cl, predict the reaction product. The product is: [F:1][C:2]1[CH:7]=[CH:6][C:5]([CH:8]2[C:9]3([CH2:32][O:40][CH2:39][O:38][CH2:37]3)[CH2:10][N:11]([C:14]3[N:19]=[C:18]([CH3:20])[N:17]([CH2:21][C:22]4[S:23][C:24]([C:27]([F:30])([F:29])[F:28])=[CH:25][CH:26]=4)[C:16](=[O:31])[N:15]=3)[CH2:12][CH2:13]2)=[CH:4][CH:3]=1. (6) The product is: [N:29]1([CH2:28][CH2:24][O:23][C:20]2[CH:21]=[CH:22][C:17]([C:15]3[CH:14]=[N:13][C:12]4[N:11]([N:10]=[CH:9][C:8]=4[C:5]4[CH:6]=[CH:7][S:3][CH:4]=4)[CH:16]=3)=[CH:18][CH:19]=2)[CH2:34][CH2:33][CH2:32][CH2:31][CH2:30]1. Given the reactants [H-].[Na+].[S:3]1[CH:7]=[CH:6][C:5]([C:8]2[CH:9]=[N:10][N:11]3[CH:16]=[C:15]([C:17]4[CH:22]=[CH:21][C:20]([O:23][CH3:24])=[CH:19][CH:18]=4)[CH:14]=[N:13][C:12]=23)=[CH:4]1.Cl.ClC[CH2:28][N:29]1[CH2:34][CH2:33][CH2:32][CH2:31][CH2:30]1, predict the reaction product. (7) Given the reactants Br[CH2:2][CH3:3].[CH3:4][C:5]1([CH3:18])[C:14]2[C:9](=[CH:10][C:11]([N+:15]([O-:17])=[O:16])=[CH:12][CH:13]=2)[CH2:8][NH:7][CH2:6]1.C([O-])([O-])=O.[K+].[K+], predict the reaction product. The product is: [CH2:2]([N:7]1[CH2:6][C:5]([CH3:18])([CH3:4])[C:14]2[C:9](=[CH:10][C:11]([N+:15]([O-:17])=[O:16])=[CH:12][CH:13]=2)[CH2:8]1)[CH3:3]. (8) The product is: [CH3:1][C:2]1[C:3]([CH2:15][O:16][C:17]2[CH:22]=[CH:21][C:20]([C:23]3[CH:27]=[CH:26][N:25]([CH2:49][CH:52]4[CH2:55][CH2:56]4)[N:24]=3)=[CH:19][C:18]=2[CH3:28])=[C:4]([N:8]2[C:12](=[O:13])[N:11]([CH3:14])[N:10]=[N:9]2)[CH:5]=[CH:6][CH:7]=1. Given the reactants [CH3:1][C:2]1[C:3]([CH2:15][O:16][C:17]2[CH:22]=[CH:21][C:20]([C:23]3[CH:27]=[CH:26][NH:25][N:24]=3)=[CH:19][C:18]=2[CH3:28])=[C:4]([N:8]2[C:12](=[O:13])[N:11]([CH3:14])[N:10]=[N:9]2)[CH:5]=[CH:6][CH:7]=1.CO[C:56]1[C:52]([CH2:49]O[C:56]2[CH:55]=C[C:49]([C:52]3[CH:56]=[CH:55]NN=3)=C[C:52]=2[CH3:49])=C(N2C(=O)N(C)N=N2)C=C[CH:55]=1, predict the reaction product. (9) Given the reactants [O:1]1[CH2:6][CH2:5][N:4]([CH2:7][CH2:8][OH:9])[CH2:3][CH2:2]1.Cl[C:11]1[N:16]=[CH:15][C:14](/[C:17](/[C:27]2[CH:32]=[CH:31][C:30]([OH:33])=[CH:29][CH:28]=2)=[C:18](\[C:21]2[CH:26]=[CH:25][CH:24]=[CH:23][CH:22]=2)/[CH2:19][CH3:20])=[CH:13][CH:12]=1, predict the reaction product. The product is: [O:1]1[CH2:6][CH2:5][N:4]([CH2:7][CH2:8][O:9][C:11]2[N:16]=[CH:15][C:14](/[C:17](/[C:27]3[CH:28]=[CH:29][C:30]([OH:33])=[CH:31][CH:32]=3)=[C:18](\[C:21]3[CH:26]=[CH:25][CH:24]=[CH:23][CH:22]=3)/[CH2:19][CH3:20])=[CH:13][CH:12]=2)[CH2:3][CH2:2]1. (10) Given the reactants Br[C:2]1[CH:3]=[C:4]([C:14]([NH:16][CH2:17][C:18]2[C:19](=[O:26])[NH:20][C:21]([CH3:25])=[CH:22][C:23]=2[CH3:24])=[O:15])[C:5]2[CH:6]=[N:7][N:8]([CH:11]([CH3:13])[CH3:12])[C:9]=2[CH:10]=1.[N:27]1[CH:32]=[CH:31][CH:30]=[C:29](B(O)O)[CH:28]=1.C(=O)(O)[O-].[Na+], predict the reaction product. The product is: [CH3:24][C:23]1[CH:22]=[C:21]([CH3:25])[NH:20][C:19](=[O:26])[C:18]=1[CH2:17][NH:16][C:14]([C:4]1[C:5]2[CH:6]=[N:7][N:8]([CH:11]([CH3:13])[CH3:12])[C:9]=2[CH:10]=[C:2]([C:29]2[CH:28]=[N:27][CH:32]=[CH:31][CH:30]=2)[CH:3]=1)=[O:15].